Dataset: Full USPTO retrosynthesis dataset with 1.9M reactions from patents (1976-2016). Task: Predict the reactants needed to synthesize the given product. (1) Given the product [Cl:16][C:17]1[C:26]2[C:21](=[CH:22][CH:23]=[CH:24][CH:25]=2)[C:20]([OH:27])=[C:19]([CH:5]([N:6]2[CH2:7][CH2:8][CH2:9][CH2:10][CH2:11]2)[C:4]2[CH:12]=[CH:13][CH:14]=[CH:15][C:3]=2[CH3:2])[CH:18]=1, predict the reactants needed to synthesize it. The reactants are: [Cl-].[CH3:2][C:3]1[CH:15]=[CH:14][CH:13]=[CH:12][C:4]=1[CH:5]=[N+:6]1[CH2:11][CH2:10][CH2:9][CH2:8][CH2:7]1.[Cl:16][C:17]1[C:26]2[C:21](=[CH:22][CH:23]=[CH:24][CH:25]=2)[C:20]([OH:27])=[CH:19][CH:18]=1. (2) Given the product [Cl:1][C:2]1[C:10]([C:11]#[N:12])=[CH:9][CH:8]=[C:7]2[C:3]=1[CH:4]=[C:5]([CH3:13])[N:6]2[CH2:15][CH2:16][O:17][C:18]1[CH:23]=[CH:22][C:21]([F:24])=[CH:20][CH:19]=1, predict the reactants needed to synthesize it. The reactants are: [Cl:1][C:2]1[C:10]([C:11]#[N:12])=[CH:9][CH:8]=[C:7]2[C:3]=1[CH:4]=[C:5]([CH3:13])[NH:6]2.Br[CH2:15][CH2:16][O:17][C:18]1[CH:23]=[CH:22][C:21]([F:24])=[CH:20][CH:19]=1. (3) Given the product [NH2:2][C:3]([NH:5][C:6]1[S:7][C:8]([C:28]2[CH:29]=[CH:30][C:31]([O:34][CH3:35])=[CH:32][CH:33]=2)=[CH:9][C:10]=1[C:11]([NH:13][C@H:14]1[CH2:20][CH2:19][CH2:18][CH2:17][NH:16][CH2:15]1)=[O:12])=[O:4], predict the reactants needed to synthesize it. The reactants are: Cl.[NH2:2][C:3]([NH:5][C:6]1[S:7][C:8]([C:28]2[CH:33]=[CH:32][C:31]([O:34][CH3:35])=[CH:30][CH:29]=2)=[CH:9][C:10]=1[C:11]([NH:13][C@H:14]1[CH2:20][CH2:19][CH2:18][CH2:17][N:16](C(OC(C)(C)C)=O)[CH2:15]1)=[O:12])=[O:4]. (4) Given the product [CH3:12][S:13]([C:16]1[N:17]=[CH:18][N:19]2[C:23]([Sn:28]([CH2:29][CH2:30][CH2:31][CH3:32])([CH2:33][CH2:34][CH2:35][CH3:36])[CH2:24][CH2:25][CH2:26][CH3:27])=[CH:22][S:21][C:20]=12)(=[O:14])=[O:15], predict the reactants needed to synthesize it. The reactants are: C([Li])CCC.CCCCCC.[CH3:12][S:13]([C:16]1[N:17]=[CH:18][N:19]2[CH:23]=[CH:22][S:21][C:20]=12)(=[O:15])=[O:14].[CH2:24]([Sn:28](Cl)([CH2:33][CH2:34][CH2:35][CH3:36])[CH2:29][CH2:30][CH2:31][CH3:32])[CH2:25][CH2:26][CH3:27].[Cl-].[NH4+]. (5) Given the product [CH3:12][O:11][CH2:10][CH2:9][CH2:8][CH2:7][N:6]1[C:2]([C:43]2[CH:42]=[N:41][CH:46]=[CH:45][CH:44]=2)=[CH:3][CH:4]=[C:5]1[C:13]([N:15]([CH2:37][CH:38]([CH3:39])[CH3:40])[C@H:16]1[CH2:21][C@@H:20]([C:22]([N:24]2[CH2:29][CH2:28][O:27][CH2:26][CH2:25]2)=[O:23])[CH2:19][N:18]([C:30]([O:32][C:33]([CH3:35])([CH3:34])[CH3:36])=[O:31])[CH2:17]1)=[O:14], predict the reactants needed to synthesize it. The reactants are: Br[C:2]1[N:6]([CH2:7][CH2:8][CH2:9][CH2:10][O:11][CH3:12])[C:5]([C:13]([N:15]([CH2:37][CH:38]([CH3:40])[CH3:39])[C@H:16]2[CH2:21][C@@H:20]([C:22]([N:24]3[CH2:29][CH2:28][O:27][CH2:26][CH2:25]3)=[O:23])[CH2:19][N:18]([C:30]([O:32][C:33]([CH3:36])([CH3:35])[CH3:34])=[O:31])[CH2:17]2)=[O:14])=[CH:4][CH:3]=1.[N:41]1[CH:46]=[CH:45][CH:44]=[C:43](B(O)O)[CH:42]=1.C(=O)([O-])[O-].[Na+].[Na+].C(O)C. (6) Given the product [CH3:27][O:26][C:23]1[CH:24]=[CH:25][C:20]([S:17]([N:8]2[C:9]3[C:14](=[CH:13][C:12]([O:15][CH2:16][CH3:29])=[CH:11][CH:10]=3)[C:6]([CH:5]=[CH:4][C:3]([OH:2])=[O:28])=[CH:7]2)(=[O:18])=[O:19])=[CH:21][CH:22]=1, predict the reactants needed to synthesize it. The reactants are: C[O:2][C:3](=[O:28])[CH2:4][CH2:5][C:6]1[C:14]2[C:9](=[CH:10][CH:11]=[C:12]([O:15][CH3:16])[CH:13]=2)[N:8]([S:17]([C:20]2[CH:25]=[CH:24][C:23]([O:26][CH3:27])=[CH:22][CH:21]=2)(=[O:19])=[O:18])[CH:7]=1.[C:29](O)(=O)CC(O)=O.N1CCCCC1. (7) Given the product [CH2:1]([O:3][CH2:4][C:5]1[N:14]([CH2:15][CH2:16][NH:17][C:18](=[O:24])[O:19][C:20]([CH3:21])([CH3:22])[CH3:23])[C:13]2[C:12]([CH3:25])=[C:11]([CH3:26])[N:10]3[N:27]=[N:28][N:29]=[C:9]3[C:8]=2[N:7]=1)[CH3:2], predict the reactants needed to synthesize it. The reactants are: [CH2:1]([O:3][CH2:4][C:5]([NH:7][C:8]1[C:9]2[N:10]([N:27]=[N:28][N:29]=2)[C:11]([CH3:26])=[C:12]([CH3:25])[C:13]=1[NH:14][CH2:15][CH2:16][NH:17][C:18](=[O:24])[O:19][C:20]([CH3:23])([CH3:22])[CH3:21])=O)[CH3:2].Cl.N1C=CC=CC=1. (8) Given the product [C:25]([O:29][C:30](=[O:31])[NH:32][CH2:33][C:34](=[O:36])[NH:38][CH2:39][C:40]1[CH:45]=[CH:44][C:43]([C:46]([N:48]2[CH2:57][C:56]3[CH:55]=[N:54][N:53]([CH3:58])[C:52]=3[NH:51][C:50]3[CH:59]=[C:60]([Cl:63])[CH:61]=[CH:62][C:49]2=3)=[O:47])=[CH:42][C:41]=1[F:64])([CH3:26])([CH3:27])[CH3:28], predict the reactants needed to synthesize it. The reactants are: CN(C(ON1N=NC2C=CC=CC1=2)=[N+](C)C)C.F[P-](F)(F)(F)(F)F.[C:25]([O:29][C:30]([NH:32][CH2:33][C:34]([OH:36])=O)=[O:31])([CH3:28])([CH3:27])[CH3:26].Cl.[NH2:38][CH2:39][C:40]1[CH:45]=[CH:44][C:43]([C:46]([N:48]2[CH2:57][C:56]3[CH:55]=[N:54][N:53]([CH3:58])[C:52]=3[NH:51][C:50]3[CH:59]=[C:60]([Cl:63])[CH:61]=[CH:62][C:49]2=3)=[O:47])=[CH:42][C:41]=1[F:64].C1C(N=NC2C(=O)N(C3C=CC(S([O-])(=O)=O)=CC=3)N=C2C([O-])=O)=CC=C(S([O-])(=O)=O)C=1.[Na+].[Na+].[Na+].CC1C=C2N=C3C(=NC(NC3=O)=O)N(C[C@H](O)[C@H](O)[C@H](O)COP([O-])(O)=O)C2=CC=1C.[Na+].CCN(C(C)C)C(C)C. (9) Given the product [CH2:20]([CH:2]1[O:1][C:24](=[O:25])[NH:22][N:23]=[C:3]1[C:5]1[CH:19]=[CH:18][C:8]2[N:9]=[C:10]([C:12]3[CH:17]=[CH:16][CH:15]=[CH:14][CH:13]=3)[O:11][C:7]=2[CH:6]=1)[CH3:21], predict the reactants needed to synthesize it. The reactants are: [OH:1][CH:2]([CH2:20][CH3:21])[C:3]([C:5]1[CH:19]=[CH:18][C:8]2[N:9]=[C:10]([C:12]3[CH:17]=[CH:16][CH:15]=[CH:14][CH:13]=3)[O:11][C:7]=2[CH:6]=1)=O.[NH:22]([C:24](OCC)=[O:25])[NH2:23].[Na].